Dataset: Forward reaction prediction with 1.9M reactions from USPTO patents (1976-2016). Task: Predict the product of the given reaction. Given the reactants C[Si](Br)(C)C.[C:6]([O:9][C:10]1[CH:15]=[CH:14][C:13]([P:16](OCC)([CH2:18][P:19]([O:24]CC)([O:21]CC)=[O:20])=[O:17])=[CH:12][C:11]=1[C:30]([CH3:62])([CH3:61])[CH2:31][C:32]([N:34]1[CH2:39][CH2:38][N:37]([C:40]2[C:49]([O:50][CH3:51])=[C:48]3[C:43]([C:44](=[O:58])[C:45]([C:55]([OH:57])=[O:56])=[CH:46][N:47]3[CH:52]3[CH2:54][CH2:53]3)=[CH:42][C:41]=2[F:59])[CH2:36][CH:35]1[CH3:60])=[O:33])(=[O:8])[CH3:7].N1C(C)=CC=CC=1C, predict the reaction product. The product is: [C:6]([O:9][C:10]1[C:11]([C:30]([CH3:61])([CH3:62])[CH2:31][C:32]([N:34]2[CH2:39][CH2:38][N:37]([C:40]3[C:49]([O:50][CH3:51])=[C:48]4[C:43]([C:44](=[O:58])[C:45]([C:55]([OH:57])=[O:56])=[CH:46][N:47]4[CH:52]4[CH2:53][CH2:54]4)=[CH:42][C:41]=3[F:59])[CH2:36][CH:35]2[CH3:60])=[O:33])=[CH:12][C:13](=[P:16]([CH2:18][P:19]([OH:24])([OH:21])=[O:20])=[O:17])[CH2:14][CH:15]=1)(=[O:8])[CH3:7].